Dataset: Full USPTO retrosynthesis dataset with 1.9M reactions from patents (1976-2016). Task: Predict the reactants needed to synthesize the given product. (1) Given the product [CH3:8][C@H:6]1[NH:7][C@@H:2]([CH3:1])[CH2:3][N:4]([C:9]2[CH:10]=[CH:11][C:12]([OH:31])=[C:13]([NH:15][S:16]([C:19]3[CH:24]=[CH:23][C:22]([C:25]4[O:26][C:27]([CH3:30])=[CH:28][CH:29]=4)=[CH:21][CH:20]=3)(=[O:18])=[O:17])[CH:14]=2)[CH2:5]1, predict the reactants needed to synthesize it. The reactants are: [CH3:1][C@H:2]1[NH:7][C@@H:6]([CH3:8])[CH2:5][N:4]([C:9]2[CH:10]=[CH:11][C:12]([O:31]CC3C=CC=CC=3)=[C:13]([NH:15][S:16]([C:19]3[CH:24]=[CH:23][C:22]([C:25]4[O:26][C:27]([CH3:30])=[CH:28][CH:29]=4)=[CH:21][CH:20]=3)(=[O:18])=[O:17])[CH:14]=2)[CH2:3]1.[OH-]. (2) Given the product [CH3:11][CH:5]1[S:4][CH:14]([C:15]([O:17][CH3:18])=[O:16])[CH:13]([C:12]([O:20][CH3:21])=[O:19])[C:6]1=[O:7], predict the reactants needed to synthesize it. The reactants are: CO.[Na].[SH:4][CH:5]([CH3:11])[C:6](OCC)=[O:7].[C:12]([O:20][CH3:21])(=[O:19])/[CH:13]=[CH:14]/[C:15]([O:17][CH3:18])=[O:16]. (3) The reactants are: [F:1][C:2]1[CH:7]=[CH:6][C:5]([F:8])=[CH:4][C:3]=1[NH:9][CH2:10][C:11]1[CH:16]=[CH:15][CH:14]=[C:13]([O:17][C:18]([F:23])([F:22])[CH:19]([F:21])[F:20])[CH:12]=1.[F:24][C:25]([F:30])([F:29])[CH:26]1[O:28][CH2:27]1. Given the product [F:1][C:2]1[CH:7]=[CH:6][C:5]([F:8])=[CH:4][C:3]=1[N:9]([CH2:10][C:11]1[CH:16]=[CH:15][CH:14]=[C:13]([O:17][C:18]([F:22])([F:23])[CH:19]([F:20])[F:21])[CH:12]=1)[CH2:27][CH:26]([OH:28])[C:25]([F:30])([F:29])[F:24], predict the reactants needed to synthesize it. (4) Given the product [N:14]1([C:18]2([C:43]3[CH:48]=[CH:47][CH:46]=[CH:45][CH:44]=3)[CH2:19][CH2:20][CH:21]([CH2:24][O:25][CH2:26][C:27]3[C:35]4[C:30](=[N:31][CH:32]=[CH:33][CH:34]=4)[NH:29][CH:28]=3)[CH2:22][CH2:23]2)[CH2:15][CH2:16][CH2:17]1, predict the reactants needed to synthesize it. The reactants are: O.[F-].C([N+](C)(C)C)C1C=CC=CC=1.[N:14]1([C:18]2([C:43]3[CH:48]=[CH:47][CH:46]=[CH:45][CH:44]=3)[CH2:23][CH2:22][CH:21]([CH2:24][O:25][CH2:26][C:27]3[C:35]4[C:30](=[N:31][CH:32]=[CH:33][CH:34]=4)[NH:29][C:28]=3[Si](CC)(CC)CC)[CH2:20][CH2:19]2)[CH2:17][CH2:16][CH2:15]1. (5) Given the product [N:4]1[CH:5]=[CH:6][CH:7]=[C:2]([C:10]#[C:9][CH2:8][OH:11])[CH:3]=1, predict the reactants needed to synthesize it. The reactants are: Br[C:2]1[CH:3]=[N:4][CH:5]=[CH:6][CH:7]=1.[CH2:8]([OH:11])[C:9]#[CH:10]. (6) Given the product [N:20]1[CH:21]=[CH:22][C:17]([NH:16][S:12]([C:3]2[C:4]([Cl:11])=[CH:5][CH:6]=[C:7]([N+:8]([O-:10])=[O:9])[C:2]=2[Cl:1])(=[O:14])=[O:13])=[CH:18][CH:19]=1, predict the reactants needed to synthesize it. The reactants are: [Cl:1][C:2]1[C:7]([N+:8]([O-:10])=[O:9])=[CH:6][CH:5]=[C:4]([Cl:11])[C:3]=1[S:12](Cl)(=[O:14])=[O:13].[NH2:16][C:17]1[CH:22]=[CH:21][N:20]=[CH:19][CH:18]=1.C(N(CC)CC)C. (7) Given the product [CH2:24]([N:31]1[CH2:32][CH2:33][N:34]([CH2:37][C:38]([N:40]([C:42]2[CH:43]=[CH:44][C:45]([NH:46]/[C:13](=[C:6]3\[C:5](=[O:23])[NH:4][C:12]4[C:7]\3=[CH:8][CH:9]=[CH:10][CH:11]=4)/[C:14]3[CH:15]=[CH:16][CH:17]=[CH:18][CH:19]=3)=[CH:47][CH:48]=2)[CH3:41])=[O:39])[CH2:35][CH2:36]1)[C:25]1[CH:30]=[CH:29][CH:28]=[CH:27][CH:26]=1, predict the reactants needed to synthesize it. The reactants are: C([N:4]1[C:12]2[C:7](=[CH:8][CH:9]=[CH:10][CH:11]=2)[C:6](=[C:13](OCC)[C:14]2[CH:19]=[CH:18][CH:17]=[CH:16][CH:15]=2)[C:5]1=[O:23])(=O)C.[CH2:24]([N:31]1[CH2:36][CH2:35][N:34]([CH2:37][C:38]([N:40]([C:42]2[CH:48]=[CH:47][C:45]([NH2:46])=[CH:44][CH:43]=2)[CH3:41])=[O:39])[CH2:33][CH2:32]1)[C:25]1[CH:30]=[CH:29][CH:28]=[CH:27][CH:26]=1.[OH-].[Na+]. (8) The reactants are: CCC[NH:4][C@@H:5]1[CH2:14][C:9]2[S:10][C:11]([NH2:13])=[N:12][C:8]=2[CH2:7][CH2:6]1.Cl.C(O)(=O)[C@@H]([C@H](C(O)=O)O)O. Given the product [NH2:13][C:11]1[S:10][C:9]2[CH2:14][C@@H:5]([NH2:4])[CH2:6][CH2:7][C:8]=2[N:12]=1, predict the reactants needed to synthesize it.